From a dataset of Forward reaction prediction with 1.9M reactions from USPTO patents (1976-2016). Predict the product of the given reaction. (1) Given the reactants [O:1]1[CH2:6][CH2:5][CH2:4][CH2:3][CH:2]1[N:7]1[C:11]2[CH:12]=[CH:13][C:14]([C:16](=O)[CH2:17][CH3:18])=[CH:15][C:10]=2[N:9]=[CH:8]1.Cl.[NH2:21][OH:22].CC([O-])=O.[Na+], predict the reaction product. The product is: [O:1]1[CH2:6][CH2:5][CH2:4][CH2:3][CH:2]1[N:7]1[C:11]2[CH:12]=[CH:13][C:14]([C:16](=[N:21][OH:22])[CH2:17][CH3:18])=[CH:15][C:10]=2[N:9]=[CH:8]1. (2) The product is: [CH2:9]([O:12][CH2:13][CH2:14][C:15]([NH:17][CH2:18][CH2:19][CH2:20][O:21][C:22]1[CH:53]=[CH:52][C:25]([C:26]([C:28]2[CH:29]=[CH:30][C:31]([NH:34][CH2:35][CH2:36][O:37][CH2:38][CH2:39][O:40][CH2:41][CH2:42][O:43][CH2:44][CH2:45][O:46][CH2:47][CH2:48][C:49]([O:1][N:2]3[C:6](=[O:7])[CH2:5][CH2:4][C:3]3=[O:8])=[O:50])=[CH:32][CH:33]=2)=[O:27])=[CH:24][CH:23]=1)=[O:16])[C:10]#[CH:11]. Given the reactants [OH:1][N:2]1[C:6](=[O:7])[CH2:5][CH2:4][C:3]1=[O:8].[CH2:9]([O:12][CH2:13][CH2:14][C:15]([NH:17][CH2:18][CH2:19][CH2:20][O:21][C:22]1[CH:53]=[CH:52][C:25]([C:26]([C:28]2[CH:33]=[CH:32][C:31]([NH:34][CH2:35][CH2:36][O:37][CH2:38][CH2:39][O:40][CH2:41][CH2:42][O:43][CH2:44][CH2:45][O:46][CH2:47][CH2:48][C:49](O)=[O:50])=[CH:30][CH:29]=2)=[O:27])=[CH:24][CH:23]=1)=[O:16])[C:10]#[CH:11].C(Cl)CCl, predict the reaction product. (3) Given the reactants [CH:1]([C:3]1[CH:12]=[CH:11][C:6]([C:7]([O:9]C)=[O:8])=[CH:5][CH:4]=1)=O.[CH3:13][C:14]1([CH3:29])[CH2:23][CH2:22][C:21]([CH3:25])([CH3:24])[C:20]2[CH:19]=[C:18]([C:26](=[O:28])[CH3:27])[CH:17]=[CH:16][C:15]1=2.Cl, predict the reaction product. The product is: [O:28]=[C:26]([C:18]1[CH:17]=[CH:16][C:15]2[C:14]([CH3:29])([CH3:13])[CH2:23][CH2:22][C:21]([CH3:25])([CH3:24])[C:20]=2[CH:19]=1)[CH:27]=[CH:1][C:3]1[CH:12]=[CH:11][C:6]([C:7]([OH:9])=[O:8])=[CH:5][CH:4]=1.